From a dataset of Forward reaction prediction with 1.9M reactions from USPTO patents (1976-2016). Predict the product of the given reaction. (1) Given the reactants [Cl:1][C:2]1[CH:7]=[CH:6][N:5]=[C:4]2[CH:8]=[CH:9][S:10][C:3]=12.[Li]CCCC.CC1CCCO1.Br[C:23]1[N:28]=[CH:27][C:26]([CH2:29][N:30]2[CH2:35][CH2:34][N:33]([C:36]([O:38][C:39]([CH3:42])([CH3:41])[CH3:40])=[O:37])[CH2:32][CH2:31]2)=[CH:25][CH:24]=1, predict the reaction product. The product is: [Cl:1][C:2]1[CH:7]=[CH:6][N:5]=[C:4]2[CH:8]=[C:9]([C:23]3[N:28]=[CH:27][C:26]([CH2:29][N:30]4[CH2:31][CH2:32][N:33]([C:36]([O:38][C:39]([CH3:42])([CH3:41])[CH3:40])=[O:37])[CH2:34][CH2:35]4)=[CH:25][CH:24]=3)[S:10][C:3]=12. (2) Given the reactants C([C:3]1[C:11]([O:12][CH2:13][C@H:14]([NH:16][C:17](=O)OC(C)(C)C)[CH3:15])=[CH:10][CH:9]=[C:8]2[C:4]=1[CH:5]=[CH:6][N:7]2[S:24]([C:27]1[CH:32]=[CH:31][CH:30]=[CH:29][CH:28]=1)(=[O:26])=[O:25])=O.C(O)(C(F)(F)F)=O.C(O[BH-](OC(=O)C)OC(=O)C)(=O)C.[Na+], predict the reaction product. The product is: [CH3:15][C@H:14]1[NH:16][CH2:17][C:3]2=[C:4]3[C:8](=[CH:9][CH:10]=[C:11]2[O:12][CH2:13]1)[N:7]([S:24]([C:27]1[CH:28]=[CH:29][CH:30]=[CH:31][CH:32]=1)(=[O:25])=[O:26])[CH:6]=[CH:5]3. (3) The product is: [F:1][C:4]1[C:9]([N+:10]([O-:12])=[O:11])=[CH:8][CH:7]=[CH:6][C:5]=1[CH3:13]. Given the reactants [F-:1].[Cs+].Cl[C:4]1[C:9]([N+:10]([O-:12])=[O:11])=[CH:8][CH:7]=[CH:6][C:5]=1[CH3:13].Cl, predict the reaction product. (4) The product is: [C:14]([O:18][C:19]([N:7]1[C:6]2[CH:5]=[CH:4][C:3]([N+:11]([O-:13])=[O:12])=[C:2]([CH3:1])[C:10]=2[N:9]=[CH:8]1)=[O:20])([CH3:17])([CH3:16])[CH3:15]. Given the reactants [CH3:1][C:2]1[C:10]2[NH:9][CH:8]=[N:7][C:6]=2[CH:5]=[CH:4][C:3]=1[N+:11]([O-:13])=[O:12].[C:14]([O:18][C:19](O[C:19]([O:18][C:14]([CH3:17])([CH3:16])[CH3:15])=[O:20])=[O:20])([CH3:17])([CH3:16])[CH3:15].C(N(CC)CC)C.CCCCCC, predict the reaction product.